From a dataset of Forward reaction prediction with 1.9M reactions from USPTO patents (1976-2016). Predict the product of the given reaction. Given the reactants Br[C:2]1[CH:7]=[C:6]([S:8]([CH3:11])(=[O:10])=[O:9])[CH:5]=[C:4]([O:12][CH2:13][C:14]2[CH:19]=[CH:18][C:17]([O:20][CH3:21])=[CH:16][CH:15]=2)[CH:3]=1.[CH3:22][N:23]1[CH:28]=[C:27](B2OC(C)(C)C(C)(C)O2)[C:26]2[CH:38]=[CH:39][O:40][C:25]=2[C:24]1=[O:41].[O-]P([O-])([O-])=O.[K+].[K+].[K+], predict the reaction product. The product is: [CH3:21][O:20][C:17]1[CH:18]=[CH:19][C:14]([CH2:13][O:12][C:4]2[CH:3]=[C:2]([C:27]3[C:26]4[CH:38]=[CH:39][O:40][C:25]=4[C:24](=[O:41])[N:23]([CH3:22])[CH:28]=3)[CH:7]=[C:6]([S:8]([CH3:11])(=[O:10])=[O:9])[CH:5]=2)=[CH:15][CH:16]=1.